Dataset: Ames mutagenicity test results for genotoxicity prediction. Task: Regression/Classification. Given a drug SMILES string, predict its toxicity properties. Task type varies by dataset: regression for continuous values (e.g., LD50, hERG inhibition percentage) or binary classification for toxic/non-toxic outcomes (e.g., AMES mutagenicity, cardiotoxicity, hepatotoxicity). Dataset: ames. The molecule is OC1C=Cc2c(ccc3cc4c(ccc5ccccc54)cc23)C1O. The result is 1 (mutagenic).